From a dataset of Full USPTO retrosynthesis dataset with 1.9M reactions from patents (1976-2016). Predict the reactants needed to synthesize the given product. (1) Given the product [CH2:2]([S:17][C:13](=[N:12][C:9]1[CH:8]=[CH:7][C:6]([Br:5])=[CH:11][CH:10]=1)[CH:14]([CH3:15])[CH3:16])[CH3:3], predict the reactants needed to synthesize it. The reactants are: [O-][CH2:2][CH3:3].[Na+].[Br:5][C:6]1[CH:11]=[CH:10][C:9]([NH:12][C:13](=[S:17])[CH:14]([CH3:16])[CH3:15])=[CH:8][CH:7]=1.C(O)C.ICC. (2) Given the product [C:1]([O:5][C:6](=[O:30])[NH:7][C:8]1[CH:13]=[CH:12][C:11]([C:14]#[C:15][C:16]2[CH:21]=[CH:20][C:19]([O:22][C:23]([F:26])([F:25])[F:24])=[CH:18][CH:17]=2)=[CH:10][C:9]=1[NH2:27])([CH3:4])([CH3:2])[CH3:3], predict the reactants needed to synthesize it. The reactants are: [C:1]([O:5][C:6](=[O:30])[NH:7][C:8]1[CH:13]=[CH:12][C:11]([C:14]#[C:15][C:16]2[CH:21]=[CH:20][C:19]([O:22][C:23]([F:26])([F:25])[F:24])=[CH:18][CH:17]=2)=[CH:10][C:9]=1[N+:27]([O-])=O)([CH3:4])([CH3:3])[CH3:2].O.O.Cl[Sn]Cl. (3) Given the product [CH3:26][CH:25]([S:22]([NH:21][C@@H:17]1[CH2:18][CH2:19][CH2:20][C@@H:16]1[C:13]1[CH:12]=[CH:11][C:10]([NH:9][CH2:1][C:2]2[CH:7]=[CH:6][CH:5]=[CH:4][CH:3]=2)=[CH:15][CH:14]=1)(=[O:24])=[O:23])[CH3:27], predict the reactants needed to synthesize it. The reactants are: [CH:1](=O)[C:2]1[CH:7]=[CH:6][CH:5]=[CH:4][CH:3]=1.[NH2:9][C:10]1[CH:15]=[CH:14][C:13]([C@H:16]2[CH2:20][CH2:19][CH2:18][C@H:17]2[NH:21][S:22]([CH:25]([CH3:27])[CH3:26])(=[O:24])=[O:23])=[CH:12][CH:11]=1.[BH4-].[Na+]. (4) Given the product [CH3:35][N:16]([C:13]1[CH:14]=[CH:15][C:10]([CH2:9][CH2:8][CH2:7][CH2:6][N:1]2[CH:5]=[CH:4][N:3]=[N:2]2)=[CH:11][CH:12]=1)[CH2:17][C:18]1[N:19]=[C:20]([CH:23]=[CH:24][C:25]2[CH:26]=[CH:27][C:28]([C:31]([F:34])([F:32])[F:33])=[CH:29][CH:30]=2)[O:21][CH:22]=1, predict the reactants needed to synthesize it. The reactants are: [N:1]1([CH2:6][CH2:7][CH2:8][CH2:9][C:10]2[CH:15]=[CH:14][C:13]([NH:16][CH2:17][C:18]3[N:19]=[C:20]([CH:23]=[CH:24][C:25]4[CH:30]=[CH:29][C:28]([C:31]([F:34])([F:33])[F:32])=[CH:27][CH:26]=4)[O:21][CH:22]=3)=[CH:12][CH:11]=2)[CH:5]=[CH:4][N:3]=[N:2]1.[C:35]([BH3-])#N.[Na+].Cl. (5) Given the product [CH3:15][O:16][C:17]1[CH:22]=[CH:21][C:20]([C:12](=[O:13])[CH2:11][CH2:10][C:7]2[CH:8]=[CH:9][C:4]([N+:1]([O-:3])=[O:2])=[CH:5][CH:6]=2)=[CH:19][CH:18]=1, predict the reactants needed to synthesize it. The reactants are: [N+:1]([C:4]1[CH:9]=[CH:8][C:7]([CH2:10][CH2:11][C:12](Cl)=[O:13])=[CH:6][CH:5]=1)([O-:3])=[O:2].[CH3:15][O:16][C:17]1[CH:22]=[CH:21][CH:20]=[CH:19][CH:18]=1. (6) Given the product [C:1]([O:5][C:6](=[O:39])[N:7]([CH:9]([C:11](=[O:38])[NH:12][CH:13]([C:18]([N:20]1[CH2:24][CH2:23][CH:22]2[N:25]([C:42](=[O:43])[N:41]([CH3:45])[CH3:40])[CH2:26][CH:27]([CH2:28][O:29][C:30]3[CH:35]=[CH:34][C:33]([F:36])=[C:32]([F:37])[CH:31]=3)[CH:21]12)=[O:19])[C:14]([CH3:16])([CH3:17])[CH3:15])[CH3:10])[CH3:8])([CH3:2])([CH3:3])[CH3:4], predict the reactants needed to synthesize it. The reactants are: [C:1]([O:5][C:6](=[O:39])[N:7]([CH:9]([C:11](=[O:38])[NH:12][CH:13]([C:18]([N:20]1[CH2:24][CH2:23][CH:22]2[NH:25][CH2:26][CH:27]([CH2:28][O:29][C:30]3[CH:35]=[CH:34][C:33]([F:36])=[C:32]([F:37])[CH:31]=3)[CH:21]12)=[O:19])[C:14]([CH3:17])([CH3:16])[CH3:15])[CH3:10])[CH3:8])([CH3:4])([CH3:3])[CH3:2].[CH3:40][N:41]([CH3:45])[C:42](Cl)=[O:43]. (7) The reactants are: C([O:8][C:9]1[N:14]=[C:13]2[NH:15][CH:16]=[N:17][C:12]2=[CH:11][CH:10]=1)C1C=CC=CC=1.[F:18][C:19]1[C:24]([C:25]([F:28])([F:27])[F:26])=[CH:23][CH:22]=[CH:21][C:20]=1B(O)O. Given the product [F:18][C:19]1[C:24]([C:25]([F:26])([F:27])[F:28])=[CH:23][CH:22]=[CH:21][C:20]=1[N:15]1[C:13]2=[N:14][C:9]([OH:8])=[CH:10][CH:11]=[C:12]2[N:17]=[CH:16]1, predict the reactants needed to synthesize it. (8) Given the product [C:1]([C:3]1[CH:4]=[C:5]([N:10]([CH2:22][C:21]2[CH:24]=[CH:25][CH:26]=[C:19]([O:18][CH3:17])[CH:20]=2)[C:11](=[O:16])[CH2:12][CH2:13][CH2:14][CH3:15])[CH:6]=[C:7]([F:9])[CH:8]=1)#[N:2], predict the reactants needed to synthesize it. The reactants are: [C:1]([C:3]1[CH:4]=[C:5]([NH:10][C:11](=[O:16])[CH2:12][CH2:13][CH2:14][CH3:15])[CH:6]=[C:7]([F:9])[CH:8]=1)#[N:2].[CH3:17][O:18][C:19]1[CH:20]=[C:21]([CH:24]=[CH:25][CH:26]=1)[CH2:22]Br. (9) Given the product [Cl:14][C:15]1[C:16]([CH:24]=[O:25])=[N:17][CH:18]=[C:19]([Cl:21])[CH:20]=1, predict the reactants needed to synthesize it. The reactants are: C([Li])CCC.N12CCN(CC1)CC2.[Cl:14][C:15]1[CH:16]=[N:17][CH:18]=[C:19]([Cl:21])[CH:20]=1.CN(C)[CH:24]=[O:25].